Dataset: Forward reaction prediction with 1.9M reactions from USPTO patents (1976-2016). Task: Predict the product of the given reaction. (1) Given the reactants [Si]([O:18][C@@H:19]1[CH2:35][C:34]2[C@@:22]([CH3:48])([CH:23]3[CH:31]([CH2:32][CH:33]=2)[CH:30]2[C@@:26]([CH3:47])([C@H:27]([N:36]4[CH:40]=[C:39]([C:41]5[CH:46]=[CH:45][CH:44]=[CH:43][CH:42]=5)[N:38]=[N:37]4)[CH2:28][CH2:29]2)[CH2:25][CH2:24]3)[CH2:21][CH2:20]1)(C(C)(C)C)(C1C=CC=CC=1)C1C=CC=CC=1, predict the reaction product. The product is: [CH3:48][C@:22]12[CH2:21][CH2:20][C@H:19]([OH:18])[CH2:35][C:34]1=[CH:33][CH2:32][CH:31]1[CH:23]2[CH2:24][CH2:25][C@@:26]2([CH3:47])[CH:30]1[CH2:29][CH2:28][C@H:27]2[N:36]1[CH:40]=[C:39]([C:41]2[CH:42]=[CH:43][CH:44]=[CH:45][CH:46]=2)[N:38]=[N:37]1. (2) The product is: [CH:9]([OH:11])=[O:86].[C:9]([N:12]1[C:21]2[C:16](=[CH:17][C:18]([C:22]3[CH:27]=[CH:26][C:25]([CH2:28][N:29]4[CH2:34][CH2:33][CH2:32][CH2:31][CH2:30]4)=[CH:24][CH:23]=3)=[CH:19][CH:20]=2)[C@H:15]([NH:35][C:2]2[CH:7]=[CH:6][C:5]([CH3:8])=[CH:4][N:3]=2)[CH2:14][C@@H:13]1[CH3:36])(=[O:11])[CH3:10]. Given the reactants Cl[C:2]1[CH:7]=[CH:6][C:5]([CH3:8])=[CH:4][N:3]=1.[C:9]([N:12]1[C:21]2[C:16](=[CH:17][C:18]([C:22]3[CH:27]=[CH:26][C:25]([CH2:28][N:29]4[CH2:34][CH2:33][CH2:32][CH2:31][CH2:30]4)=[CH:24][CH:23]=3)=[CH:19][CH:20]=2)[C@H:15]([NH2:35])[CH2:14][C@@H:13]1[CH3:36])(=[O:11])[CH3:10].C1C=CC(P(C2C(C3C(P(C4C=CC=CC=4)C4C=CC=CC=4)=CC=C4C=3C=CC=C4)=C3C(C=CC=C3)=CC=2)C2C=CC=CC=2)=CC=1.CC(C)([O-:86])C.[Na+], predict the reaction product. (3) Given the reactants C([O:5][C:6]([N:8]1[CH2:11][CH:10]([N:12]2[CH2:17][CH2:16][N:15]([C:18]3[N:23]=[CH:22][CH:21]=[CH:20][N:19]=3)[C:14](=[O:24])[CH2:13]2)[CH2:9]1)=O)(C)(C)C.CCN(CC)CC.[Cl:32][C:33]1[C:34]2[CH:44]=[CH:43][C:42]([C:45]([F:48])([F:47])[F:46])=[CH:41][C:35]=2[S:36][C:37]=1C(Cl)=O.ClC1C2C=CC(C(F)(F)F)=CC=2SC=1C(O)=O, predict the reaction product. The product is: [Cl:32][C:33]1[C:34]2[CH:44]=[CH:43][C:42]([C:45]([F:47])([F:46])[F:48])=[CH:41][C:35]=2[S:36][C:37]=1[C:6]([N:8]1[CH2:9][CH:10]([N:12]2[CH2:17][CH2:16][N:15]([C:18]3[N:19]=[CH:20][CH:21]=[CH:22][N:23]=3)[C:14](=[O:24])[CH2:13]2)[CH2:11]1)=[O:5]. (4) Given the reactants [BrH:1].[F:2][C:3]1([F:53])[CH2:8][CH2:7][CH:6]([C:9]2[C:18]3[C@@H:17]([OH:19])[CH2:16][C:15]([CH3:21])([CH3:20])[CH2:14][C:13]=3[N:12]=[C:11]([CH:22]3[CH2:27][CH2:26][N:25]([C:28]4[N:33]=[CH:32][C:31]([O:34][CH2:35][CH:36]([CH2:39][OH:40])[CH2:37][OH:38])=[CH:30][N:29]=4)[CH2:24][CH2:23]3)[C:10]=2[C@@H:41]([F:52])[C:42]2[CH:47]=[CH:46][C:45]([C:48]([F:51])([F:50])[F:49])=[CH:44][CH:43]=2)[CH2:5][CH2:4]1, predict the reaction product. The product is: [BrH:1].[BrH:1].[F:53][C:3]1([F:2])[CH2:4][CH2:5][CH:6]([C:9]2[C:18]3[C@@H:17]([OH:19])[CH2:16][C:15]([CH3:20])([CH3:21])[CH2:14][C:13]=3[N:12]=[C:11]([CH:22]3[CH2:27][CH2:26][N:25]([C:28]4[N:33]=[CH:32][C:31]([O:34][CH2:35][CH:36]([CH2:39][OH:40])[CH2:37][OH:38])=[CH:30][N:29]=4)[CH2:24][CH2:23]3)[C:10]=2[C@@H:41]([F:52])[C:42]2[CH:47]=[CH:46][C:45]([C:48]([F:49])([F:51])[F:50])=[CH:44][CH:43]=2)[CH2:7][CH2:8]1. (5) Given the reactants [Cl:1][C:2]1[N:3]([NH2:13])[CH:4]=[C:5]([C:7]2[CH:8]=[N:9][CH:10]=[CH:11][CH:12]=2)[N:6]=1.C(N(CC)CC)C.[C:21](Cl)(=[O:23])[CH3:22], predict the reaction product. The product is: [Cl:1][C:2]1[N:3]([NH:13][C:21](=[O:23])[CH3:22])[CH:4]=[C:5]([C:7]2[CH:8]=[N:9][CH:10]=[CH:11][CH:12]=2)[N:6]=1. (6) Given the reactants [CH2:1]([O:3][C:4]1[CH:26]=[CH:25][C:7]([C:8]([NH:10][CH2:11][CH2:12][NH:13][C:14]([C:16]2[C:17]([C:21]([F:24])([F:23])[F:22])=[N:18][NH:19][CH:20]=2)=[O:15])=[O:9])=[CH:6][CH:5]=1)[CH3:2].[CH2:27](Br)[C:28]1[CH:33]=[CH:32][CH:31]=[CH:30][CH:29]=1.C(=O)([O-])[O-].[K+].[K+], predict the reaction product. The product is: [CH2:27]([N:19]1[CH:20]=[C:16]([C:14]([NH:13][CH2:12][CH2:11][NH:10][C:8](=[O:9])[C:7]2[CH:6]=[CH:5][C:4]([O:3][CH2:1][CH3:2])=[CH:26][CH:25]=2)=[O:15])[C:17]([C:21]([F:22])([F:23])[F:24])=[N:18]1)[C:28]1[CH:33]=[CH:32][CH:31]=[CH:30][CH:29]=1. (7) Given the reactants Cl[C:2]1[CH:15]=[CH:14][C:13]([N+:16]([O-:18])=[O:17])=[CH:12][C:3]=1[O:4][CH2:5][CH2:6][N:7]1[CH:11]=[CH:10][CH:9]=[N:8]1.C(=O)([O-])[O-].[Cs+].[Cs+].CN1CCCC1=O.[CH3:32][C@H:33]1[CH2:38][NH:37][CH2:36][C@@H:35]([CH3:39])[NH:34]1, predict the reaction product. The product is: [CH3:32][C@H:33]1[NH:34][C@@H:35]([CH3:39])[CH2:36][N:37]([C:2]2[CH:15]=[CH:14][C:13]([N+:16]([O-:18])=[O:17])=[CH:12][C:3]=2[O:4][CH2:5][CH2:6][N:7]2[CH:11]=[CH:10][CH:9]=[N:8]2)[CH2:38]1.